From a dataset of Reaction yield outcomes from USPTO patents with 853,638 reactions. Predict the reaction yield, written as a fraction of the theoretical maximum amount of product (1.0 means a 100% yield; for example, 0.34 means a 34% yield). (1) The reactants are [CH:1]1([C:5]2[O:9][N:8]=[C:7]([CH2:10][O:11][C:12]3[C:17]([CH3:18])=[CH:16][CH:15]=[CH:14][C:13]=3[CH3:19])[C:6]=2[CH2:20][O:21][C:22]2[CH:27]=[CH:26][C:25]([C:28]3[CH:37]=[C:36]4[C:31]([CH:32]=[C:33]([C:38]([O:40]C)=[O:39])[N:34]=[CH:35]4)=[CH:30][CH:29]=3)=[CH:24][CH:23]=2)[CH2:4][CH2:3][CH2:2]1.O1CCCC1.[OH-].[Na+].Cl. The catalyst is CO. The product is [CH:1]1([C:5]2[O:9][N:8]=[C:7]([CH2:10][O:11][C:12]3[C:13]([CH3:19])=[CH:14][CH:15]=[CH:16][C:17]=3[CH3:18])[C:6]=2[CH2:20][O:21][C:22]2[CH:23]=[CH:24][C:25]([C:28]3[CH:37]=[C:36]4[C:31]([CH:32]=[C:33]([C:38]([OH:40])=[O:39])[N:34]=[CH:35]4)=[CH:30][CH:29]=3)=[CH:26][CH:27]=2)[CH2:4][CH2:3][CH2:2]1. The yield is 0.840. (2) The reactants are C(=O)([O-])[O-].[K+].[K+].[Cl:7][C:8]1[C:17]2[C:12](=[CH:13][C:14]([O:18][CH3:19])=[CH:15][CH:16]=2)[C:11]([OH:20])=[CH:10][N:9]=1.Br[CH2:22][CH:23]([F:25])[F:24]. The catalyst is O. The product is [Cl:7][C:8]1[C:17]2[C:12](=[CH:13][C:14]([O:18][CH3:19])=[CH:15][CH:16]=2)[C:11]([O:20][CH2:22][CH:23]([F:25])[F:24])=[CH:10][N:9]=1. The yield is 0.820. (3) The reactants are C(OC([O:6][CH:7]1[CH2:19][CH2:18][C:17]([O:21]C(OCC)C)([CH3:20])[CH:16]([OH:27])[CH:15]=[CH:14][CH:13]([CH3:28])[CH:12](/[C:29](/[CH3:50])=[CH:30]/[CH:31]=[CH:32]/[CH:33]([CH3:49])[CH2:34][CH:35]2[O:48][CH:36]2[CH:37]([CH3:47])[CH:38]([O:41]C(OCC)C)[CH2:39][CH3:40])[O:11][C:9](=[O:10])[CH2:8]1)C)C.CC(OI1(OC(C)=O)(OC(C)=O)OC(=O)C2C=CC=CC1=2)=O.S([O-])([O-])(=O)=S.[Na+].[Na+].C1(C)C=CC(S([O-])(=O)=O)=CC=1.[NH+]1C=CC=CC=1. The catalyst is C(Cl)(Cl)Cl.C(OCC)(=O)C. The product is [OH:6][CH:7]1[CH2:19][CH2:18][C:17]([OH:21])([CH3:20])[C:16](=[O:27])[CH:15]=[CH:14][CH:13]([CH3:28])[CH:12](/[C:29](/[CH3:50])=[CH:30]/[CH:31]=[CH:32]/[CH:33]([CH3:49])[CH2:34][CH:35]2[O:48][CH:36]2[CH:37]([CH3:47])[CH:38]([OH:41])[CH2:39][CH3:40])[O:11][C:9](=[O:10])[CH2:8]1. The yield is 0.0200.